This data is from Full USPTO retrosynthesis dataset with 1.9M reactions from patents (1976-2016). The task is: Predict the reactants needed to synthesize the given product. (1) Given the product [N:10]1([C:2]2[CH:9]=[CH:8][C:5]([C:6]#[N:7])=[CH:4][CH:3]=2)[CH2:14][CH2:13][CH2:12][CH2:11]1, predict the reactants needed to synthesize it. The reactants are: Br[C:2]1[CH:9]=[CH:8][C:5]([C:6]#[N:7])=[CH:4][CH:3]=1.[NH:10]1[CH2:14][CH2:13][CH2:12][CH2:11]1.C(O[Na])(C)(C)C. (2) Given the product [CH3:23][C:19]([C:16]1[CH:17]=[CH:18][C:13]([N:12]2[C:11]3[C:10]4[CH:9]=[C:8]([CH3:24])[CH:7]=[CH:6][C:5]=4[N:4]=[CH:3][C:2]=3[NH:1][C:33]2=[O:35])=[CH:14][CH:15]=1)([CH3:22])[C:20]#[N:21], predict the reactants needed to synthesize it. The reactants are: [NH2:1][C:2]1[CH:3]=[N:4][C:5]2[C:10]([C:11]=1[NH:12][C:13]1[CH:18]=[CH:17][C:16]([C:19]([CH3:23])([CH3:22])[C:20]#[N:21])=[CH:15][CH:14]=1)=[CH:9][C:8]([CH3:24])=[CH:7][CH:6]=2.C(N(CC)CC)C.Cl[C:33](Cl)([O:35]C(=O)OC(Cl)(Cl)Cl)Cl. (3) Given the product [NH2:18][C:12]1[C:11]([CH3:10])=[CH:16][CH:15]=[CH:14][C:13]=1[NH:17][C:8]([NH:7][C:3]1[C:2]([CH3:1])=[CH:6][S:5][CH:4]=1)=[S:9], predict the reactants needed to synthesize it. The reactants are: [CH3:1][C:2]1[C:3]([N:7]=[C:8]=[S:9])=[CH:4][S:5][CH:6]=1.[CH3:10][C:11]1[C:12]([NH2:18])=[C:13]([NH2:17])[CH:14]=[CH:15][CH:16]=1. (4) The reactants are: [Cl:1][C:2]1[CH:7]=[CH:6][C:5]([N:8]2[C:16]([C:17]#[N:18])=[C:15]3[C:10]([CH:11]=[C:12]([N+:22]([O-:24])=[O:23])[C:13]([CH:19]4[CH2:21][CH2:20]4)=[CH:14]3)=[N+:9]2[O-])=[CH:4][CH:3]=1.P(Cl)(Cl)Cl. Given the product [Cl:1][C:2]1[CH:7]=[CH:6][C:5]([N:8]2[C:16]([C:17]#[N:18])=[C:15]3[C:10]([CH:11]=[C:12]([N+:22]([O-:24])=[O:23])[C:13]([CH:19]4[CH2:21][CH2:20]4)=[CH:14]3)=[N:9]2)=[CH:4][CH:3]=1, predict the reactants needed to synthesize it.